This data is from Full USPTO retrosynthesis dataset with 1.9M reactions from patents (1976-2016). The task is: Predict the reactants needed to synthesize the given product. (1) Given the product [Cl:16][C:12]1[CH:11]=[C:10]([C@@H:8]2[C@@H:7]([C:17]3[CH:22]=[CH:21][C:20]([Cl:23])=[CH:19][CH:18]=3)[N:6]([C@H:24]([C:27](=[O:32])[CH2:28][CH:29]([CH3:30])[CH3:31])[CH2:25][CH3:26])[C:5](=[O:33])[C@:4]([CH2:62][C:60]([OH:59])=[O:61])([CH3:1])[CH2:9]2)[CH:15]=[CH:14][CH:13]=1, predict the reactants needed to synthesize it. The reactants are: [CH2:1]([C@@:4]1(C)[CH2:9][C@H:8]([C:10]2[CH:15]=[CH:14][CH:13]=[C:12]([Cl:16])[CH:11]=2)[C@@H:7]([C:17]2[CH:22]=[CH:21][C:20]([Cl:23])=[CH:19][CH:18]=2)[N:6]([C@H:24]([CH:27]([OH:32])[CH2:28][CH:29]([CH3:31])[CH3:30])[CH2:25][CH3:26])[C:5]1=[O:33])C=C.C(#N)C.I([O-])(=O)(=O)=O.[Na+].C(O)(=O)CC(CC(O)=O)(C(O)=O)O.CC[O:59][C:60]([CH3:62])=[O:61]. (2) Given the product [C:5]([C:9]1[CH:13]=[C:12]([C:14]([O:16][CH2:17][CH3:18])=[O:15])[N:11]([C:19]2[CH:24]=[CH:23][CH:22]=[C:21]([CH2:25][Cl:3])[CH:20]=2)[N:10]=1)([CH3:8])([CH3:7])[CH3:6], predict the reactants needed to synthesize it. The reactants are: O=S(Cl)[Cl:3].[C:5]([C:9]1[CH:13]=[C:12]([C:14]([O:16][CH2:17][CH3:18])=[O:15])[N:11]([C:19]2[CH:24]=[CH:23][CH:22]=[C:21]([CH2:25]O)[CH:20]=2)[N:10]=1)([CH3:8])([CH3:7])[CH3:6]. (3) Given the product [OH:2][C:3]1[C:8]2[C:9](=[O:20])[O:10][CH2:11][CH2:12][CH2:13][CH:14]=[CH:15][CH2:16][CH2:17][CH2:18][O:19][C:7]=2[CH:6]=[C:5]([O:21][CH3:22])[CH:4]=1, predict the reactants needed to synthesize it. The reactants are: C[O:2][C:3]1[C:8]2[C:9](=[O:20])[O:10][CH2:11][CH2:12][CH2:13][CH:14]=[CH:15][CH2:16][CH2:17][CH2:18][O:19][C:7]=2[CH:6]=[C:5]([O:21][CH3:22])[CH:4]=1.[S-]CC.[Na+].O. (4) Given the product [CH2:1]([N:8]1[C@H:13]([CH3:14])[CH2:12][CH:11]([N:15]([CH2:32][CH3:33])[C:16]2[C:17]([CH3:30])=[C:18]([CH:23]=[C:24]([C:26]([F:29])([F:27])[F:28])[CH:25]=2)[C:19]([O:21][CH3:22])=[O:20])[CH2:10][C@H:9]1[CH3:31])[C:2]1[CH:7]=[CH:6][CH:5]=[CH:4][CH:3]=1, predict the reactants needed to synthesize it. The reactants are: [CH2:1]([N:8]1[C@H:13]([CH3:14])[CH2:12][CH:11]([NH:15][C:16]2[C:17]([CH3:30])=[C:18]([CH:23]=[C:24]([C:26]([F:29])([F:28])[F:27])[CH:25]=2)[C:19]([O:21][CH3:22])=[O:20])[CH2:10][C@H:9]1[CH3:31])[C:2]1[CH:7]=[CH:6][CH:5]=[CH:4][CH:3]=1.[CH:32](=O)[CH3:33].C(O[BH-](OC(=O)C)OC(=O)C)(=O)C.[Na+]. (5) Given the product [C:37]([O:41][C:42]([C@@H:44]1[CH2:48][CH2:47][CH2:46][N:45]1[CH2:31][C:3]1[C:2]([Cl:1])=[C:11]2[C:6]([C:7](=[O:26])[N:8]([CH2:13][C:14]3[CH:19]=[C:18]([Cl:20])[CH:17]=[CH:16][C:15]=3[S:21]([CH2:24][CH3:25])(=[O:22])=[O:23])[C:9](=[O:12])[NH:10]2)=[CH:5][C:4]=1[C:27]([F:28])([F:29])[F:30])=[O:43])([CH3:40])([CH3:38])[CH3:39], predict the reactants needed to synthesize it. The reactants are: [Cl:1][C:2]1[C:3]([CH2:31]OS(C)(=O)=O)=[C:4]([C:27]([F:30])([F:29])[F:28])[CH:5]=[C:6]2[C:11]=1[NH:10][C:9](=[O:12])[N:8]([CH2:13][C:14]1[CH:19]=[C:18]([Cl:20])[CH:17]=[CH:16][C:15]=1[S:21]([CH2:24][CH3:25])(=[O:23])=[O:22])[C:7]2=[O:26].[C:37]([O:41][C:42]([C@@H:44]1[CH2:48][CH2:47][CH2:46][NH:45]1)=[O:43])([CH3:40])([CH3:39])[CH3:38].